This data is from Peptide-MHC class I binding affinity with 185,985 pairs from IEDB/IMGT. The task is: Regression. Given a peptide amino acid sequence and an MHC pseudo amino acid sequence, predict their binding affinity value. This is MHC class I binding data. (1) The peptide sequence is LPFPFLYKFLL. The MHC is HLA-B40:01 with pseudo-sequence HLA-B40:01. The binding affinity (normalized) is 0. (2) The peptide sequence is LLWTLVVLL. The binding affinity (normalized) is 0.298. The MHC is HLA-A31:01 with pseudo-sequence HLA-A31:01. (3) The peptide sequence is EGGVGWRHW. The MHC is HLA-B18:01 with pseudo-sequence HLA-B18:01. The binding affinity (normalized) is 0. (4) The peptide sequence is LYIIKLVFLW. The MHC is HLA-A24:02 with pseudo-sequence HLA-A24:02. The binding affinity (normalized) is 0.719.